Dataset: NCI-60 drug combinations with 297,098 pairs across 59 cell lines. Task: Regression. Given two drug SMILES strings and cell line genomic features, predict the synergy score measuring deviation from expected non-interaction effect. Synergy scores: CSS=1.28, Synergy_ZIP=-1.06, Synergy_Bliss=-1.47, Synergy_Loewe=-1.16, Synergy_HSA=-0.785. Cell line: U251. Drug 1: CC1=CC2C(CCC3(C2CCC3(C(=O)C)OC(=O)C)C)C4(C1=CC(=O)CC4)C. Drug 2: C1CN(P(=O)(OC1)NCCCl)CCCl.